This data is from Forward reaction prediction with 1.9M reactions from USPTO patents (1976-2016). The task is: Predict the product of the given reaction. (1) Given the reactants Br[C:2]1[S:3][C:4]([Br:7])=[CH:5][N:6]=1.[N:8]1([C:14]([O:16][C:17]([CH3:20])([CH3:19])[CH3:18])=[O:15])[CH2:13][CH2:12][NH:11][CH2:10][CH2:9]1.C(N(CC)CC)C, predict the reaction product. The product is: [C:17]([O:16][C:14]([N:8]1[CH2:13][CH2:12][N:11]([C:2]2[S:3][C:4]([Br:7])=[CH:5][N:6]=2)[CH2:10][CH2:9]1)=[O:15])([CH3:20])([CH3:18])[CH3:19]. (2) Given the reactants C(N(CC)CC)C.FC(F)(F)C(O)=O.[CH2:15]([O:17][CH2:18][C:19]1[N:20]([CH2:33][CH2:34][NH2:35])[C:21]2[C:26]([CH3:27])=[C:25]([CH3:28])[N:24]3[N:29]=[N:30][N:31]=[C:23]3[C:22]=2[N:32]=1)[CH3:16].[N:36]1([C:42](Cl)=[O:43])[CH2:41][CH2:40][O:39][CH2:38][CH2:37]1, predict the reaction product. The product is: [CH2:15]([O:17][CH2:18][C:19]1[N:20]([CH2:33][CH2:34][NH:35][C:42]([N:36]2[CH2:41][CH2:40][O:39][CH2:38][CH2:37]2)=[O:43])[C:21]2[C:26]([CH3:27])=[C:25]([CH3:28])[N:24]3[N:29]=[N:30][N:31]=[C:23]3[C:22]=2[N:32]=1)[CH3:16]. (3) The product is: [CH3:1][O:2][C:3]1[N:4]=[CH:5][C:6]([C:9]([Cl:15])=[O:11])=[N:7][CH:8]=1. Given the reactants [CH3:1][O:2][C:3]1[N:4]=[CH:5][C:6]([C:9]([OH:11])=O)=[N:7][CH:8]=1.C(Cl)(=O)C([Cl:15])=O.CN(C)C=O, predict the reaction product. (4) Given the reactants [NH:1]1[C:5]2=[N:6][C:7]([C:10]([O:12][CH2:13][CH3:14])=[O:11])=[CH:8][CH:9]=[C:4]2[CH:3]=[C:2]1[C:15]([O:17][CH2:18][CH3:19])=[O:16].[H-].[Na+].[CH3:22][CH:23]1OS(=O)(=O)[N:26]([C:31]([O:33][C:34]([CH3:37])([CH3:36])[CH3:35])=[O:32])[CH2:25][CH2:24]1, predict the reaction product. The product is: [C:34]([O:33][C:31]([NH:26][CH2:25][CH2:24][CH:23]([N:1]1[C:5]2=[N:6][C:7]([C:10]([O:12][CH2:13][CH3:14])=[O:11])=[CH:8][CH:9]=[C:4]2[CH:3]=[C:2]1[C:15]([O:17][CH2:18][CH3:19])=[O:16])[CH3:22])=[O:32])([CH3:37])([CH3:36])[CH3:35].